Task: Predict the reactants needed to synthesize the given product.. Dataset: Full USPTO retrosynthesis dataset with 1.9M reactions from patents (1976-2016) (1) Given the product [CH2:16]([C:17]([O-:19])=[O:18])[C:15]1[C:14]([C:21]#[N:22])=[C:13]([N:23]([CH2:24][C:30]([O-:32])=[O:31])[CH2:4][C:5]([O-:1])=[O:35])[S:12][C:11]=1[C:9]([O-:8])=[O:10].[OH2:1].[OH2:1].[OH2:1].[OH2:1].[OH2:1].[OH2:1].[OH2:1].[OH2:1].[Sr+2:38].[Sr+2:38], predict the reactants needed to synthesize it. The reactants are: [O:1]1[CH2:5][CH2:4]CC1.C([O:8][C:9]([C:11]1[S:12][C:13]([NH:23][CH:24]([C:30]([O:32]CC)=[O:31])C(OCC)=O)=[C:14]([C:21]#[N:22])[C:15]=1[CH2:16][C:17]([O:19]C)=[O:18])=[O:10])C.[OH-:35].[Li+].[Cl-].[Sr+2:38].[Cl-]. (2) Given the product [CH3:1][O:2][C:3]([C:5]1[S:6][C:7]2[CH:8]([N:20]([CH3:22])[CH3:21])[CH2:9][O:10][C:11]3[CH:18]=[CH:17][C:16]([C:46]#[C:45][C:43]([OH:47])([CH3:44])[CH3:42])=[CH:15][C:12]=3[C:13]=2[N:14]=1)=[O:4], predict the reactants needed to synthesize it. The reactants are: [CH3:1][O:2][C:3]([C:5]1[S:6][C:7]2[CH:8]([N:20]([CH3:22])[CH3:21])[CH2:9][O:10][C:11]3[CH:18]=[CH:17][C:16](Br)=[CH:15][C:12]=3[C:13]=2[N:14]=1)=[O:4].C1C=CC(P(C2C=CC=CC=2)C2C=CC=CC=2)=CC=1.[CH3:42][C:43]([OH:47])([C:45]#[CH:46])[CH3:44]. (3) Given the product [NH2:12][C:11]1[C:2]([I:1])=[C:3]([CH:8]=[CH:9][CH:10]=1)[C:4]([O:6][CH3:7])=[O:5], predict the reactants needed to synthesize it. The reactants are: [I:1][C:2]1[C:11]([N+:12]([O-])=O)=[CH:10][CH:9]=[CH:8][C:3]=1[C:4]([O:6][CH3:7])=[O:5]. (4) Given the product [CH2:6]([N:7]1[CH:11]=[C:10]([NH:12][C:13]([CH:15]2[C:18]3([CH2:32][C:28]4[NH:27][N:26]=[CH:25][C:24]=4[CH2:20][CH2:19]3)[CH2:23]2)=[O:14])[CH:9]=[N:8]1)[C:5]1[CH:29]=[CH:30][CH:31]=[CH:3][CH:4]=1, predict the reactants needed to synthesize it. The reactants are: C([C:3]1[CH:4]=[C:5]([CH:29]=[CH:30][CH:31]=1)[CH2:6][N:7]1[CH:11]=[C:10]([NH:12][C:13]([C:15]2[C:23]3CC[CH:20]([C:24]4[CH:25]=[N:26][NH:27][CH:28]=4)[CH2:19][C:18]=3NN=2)=[O:14])[CH:9]=[N:8]1)#N.[CH3:32][Si](C)(C)CCOCN1C2CC3(CC3)CCC=2C(C(O)=O)=N1.NC1C=NN(CC2C=C(C=CC=2)C#N)C=1.C(N1C=C(N)C=N1)C1C=CC=CC=1. (5) Given the product [Cl:1][CH2:2][CH2:3][CH2:4][C:5]1([C:20]([OH:22])=[O:21])[C:18](=[O:19])[N:8]2[C@@H:9]([C:12]3[CH:13]=[CH:14][CH:15]=[CH:16][CH:17]=3)[O:10][CH2:11][C@@H:7]2[CH2:6]1, predict the reactants needed to synthesize it. The reactants are: [Cl:1][CH2:2][CH2:3][CH2:4][C:5]1([C:20]([O:22]C)=[O:21])[C:18](=[O:19])[N:8]2[C@@H:9]([C:12]3[CH:17]=[CH:16][CH:15]=[CH:14][CH:13]=3)[O:10][CH2:11][C@@H:7]2[CH2:6]1.O[Li].O.